This data is from Forward reaction prediction with 1.9M reactions from USPTO patents (1976-2016). The task is: Predict the product of the given reaction. (1) Given the reactants [CH3:1][C:2]1[C:3]([CH2:10][C:11]2[CH:12]=[CH:13][C:14]([F:19])=[C:15]([CH:18]=2)[C:16]#N)=[N:4][NH:5][C:6](=[O:9])[C:7]=1[CH3:8].[OH-:20].[Na+].Cl.[OH2:23], predict the reaction product. The product is: [CH3:1][C:2]1[C:3]([CH2:10][C:11]2[CH:12]=[CH:13][C:14]([F:19])=[C:15]([CH:18]=2)[C:16]([OH:23])=[O:20])=[N:4][NH:5][C:6](=[O:9])[C:7]=1[CH3:8]. (2) Given the reactants [Cl:1][C:2]1[CH:3]=[CH:4][C:5]([N:15]2[CH:19]=[C:18]([Cl:20])[N:17]=[N:16]2)=[C:6]([C:8]2[N:13]=[CH:12][N:11]=[C:10]([OH:14])[CH:9]=2)[CH:7]=1.CN(C(ON1N=NC2C=CC=NC1=2)=[N+](C)C)C.F[P-](F)(F)(F)(F)F.C1CCN2C(=NCCC2)CC1.N[C@@H:57]1[C:73]2[CH:74]=[C:69]([N:70]=[CH:71][CH:72]=2)[C:68]2[N:67]([CH3:75])[N:66]=[CH:65][C:64]=2[NH:63][C:62](=[O:76])[C@H:61]([CH3:77])[CH2:60][CH2:59][CH2:58]1, predict the reaction product. The product is: [Cl:1][C:2]1[CH:3]=[CH:4][C:5]([N:15]2[CH:19]=[C:18]([Cl:20])[N:17]=[N:16]2)=[C:6]([C:8]2[N:13]=[CH:12][N:11]([C@@H:57]3[C:73]4[CH:74]=[C:69]([N:70]=[CH:71][CH:72]=4)[C:68]4[N:67]([CH3:75])[N:66]=[CH:65][C:64]=4[NH:63][C:62](=[O:76])[C@H:61]([CH3:77])[CH2:60][CH2:59][CH2:58]3)[C:10](=[O:14])[CH:9]=2)[CH:7]=1. (3) Given the reactants CS[C:3]1[S:4][C:5](=[CH:9][C:10]2[CH:11]=[C:12]3[C:17](=[CH:18][CH:19]=2)[N:16]=[CH:15][N:14]=[CH:13]3)[C:6](=[O:8])[N:7]=1.[F:20][C:21]1[CH:22]=[C:23]([CH:25]=[CH:26][CH:27]=1)[NH2:24].CCN(C(C)C)C(C)C, predict the reaction product. The product is: [F:20][C:21]1[CH:22]=[C:23]([NH:24][C:3]2[S:4]/[C:5](=[CH:9]\[C:10]3[CH:11]=[C:12]4[C:17](=[CH:18][CH:19]=3)[N:16]=[CH:15][N:14]=[CH:13]4)/[C:6](=[O:8])[N:7]=2)[CH:25]=[CH:26][CH:27]=1. (4) Given the reactants C(OC([N:11]([C:23]1([C:30]([O:32][CH2:33][CH3:34])=[O:31])[CH2:27][C:26](=[O:28])[NH:25][C:24]1=[O:29])[NH:12]C(OCC1C=CC=CC=1)=O)=O)C1C=CC=CC=1.[H][H], predict the reaction product. The product is: [NH:11]([C:23]1([C:30]([O:32][CH2:33][CH3:34])=[O:31])[CH2:27][C:26](=[O:28])[NH:25][C:24]1=[O:29])[NH2:12]. (5) Given the reactants [CH3:1][O:2][C:3](=[O:24])[C@@H:4]([O:21][CH2:22][CH3:23])[CH2:5][C:6]1[CH:11]=[CH:10][C:9]([O:12]CC2C=CC=CC=2)=[CH:8][C:7]=1[CH3:20], predict the reaction product. The product is: [CH3:1][O:2][C:3](=[O:24])[C@@H:4]([O:21][CH2:22][CH3:23])[CH2:5][C:6]1[CH:11]=[CH:10][C:9]([OH:12])=[CH:8][C:7]=1[CH3:20]. (6) Given the reactants [CH3:1][N:2]1[CH2:15][CH2:14][C:5]2[NH:6][C:7]3[CH:8]=[CH:9][C:10]([CH3:13])=[CH:11][C:12]=3[C:4]=2[CH2:3]1.[F:16][C:17]([F:30])([F:29])[C:18]1[N:23]=[CH:22][C:21](/[CH:24]=[CH:25]\[C:26]([OH:28])=[O:27])=[CH:20][CH:19]=1.[OH-].[K+], predict the reaction product. The product is: [F:29][C:17]([F:16])([F:30])[C:18]1[N:23]=[CH:22][C:21]([CH2:24][CH:25]([N:6]2[C:7]3[CH:8]=[CH:9][C:10]([CH3:13])=[CH:11][C:12]=3[C:4]3[CH2:3][N:2]([CH3:1])[CH2:15][CH2:14][C:5]2=3)[C:26]([OH:28])=[O:27])=[CH:20][CH:19]=1.